This data is from TCR-epitope binding with 47,182 pairs between 192 epitopes and 23,139 TCRs. The task is: Binary Classification. Given a T-cell receptor sequence (or CDR3 region) and an epitope sequence, predict whether binding occurs between them. (1) The epitope is IVDTVSALV. The TCR CDR3 sequence is CSVDGGQGSVYEQYF. Result: 0 (the TCR does not bind to the epitope). (2) The epitope is SEPVLKGVKL. The TCR CDR3 sequence is CASSLVSGQGQREQYF. Result: 0 (the TCR does not bind to the epitope).